Regression/Classification. Given a drug SMILES string, predict its absorption, distribution, metabolism, or excretion properties. Task type varies by dataset: regression for continuous measurements (e.g., permeability, clearance, half-life) or binary classification for categorical outcomes (e.g., BBB penetration, CYP inhibition). Dataset: cyp2d6_substrate_carbonmangels. From a dataset of CYP2D6 substrate classification data from Carbon-Mangels et al.. (1) The result is 0 (non-substrate). The compound is Cc1oncc1C(=O)Nc1ccc(C(F)(F)F)cc1. (2) The drug is C[C@@H](C(=O)O)c1ccc(-c2ccccc2)c(F)c1. The result is 0 (non-substrate). (3) The drug is O=[P@@]1(N(CCCl)CCCl)OCCCN1CCCl. The result is 0 (non-substrate). (4) The compound is COc1ccc2c3c1O[C@H]1[C@@H](O)C=C[C@H]4[C@@H](C2)NCC[C@]314. The result is 1 (substrate).